From a dataset of Full USPTO retrosynthesis dataset with 1.9M reactions from patents (1976-2016). Predict the reactants needed to synthesize the given product. Given the product [CH2:22]([O:8][C:6]1[N:7]=[C:2]([CH3:1])[N:3]=[C:4]([N:12]2[CH2:18][CH2:17][C:16]3[CH:19]=[CH:20][S:21][C:15]=3[CH2:14][CH2:13]2)[C:5]=1[N+:9]([O-:11])=[O:10])[CH3:23], predict the reactants needed to synthesize it. The reactants are: [CH3:1][C:2]1[NH:7][C:6](=[O:8])[C:5]([N+:9]([O-:11])=[O:10])=[C:4]([N:12]2[CH2:18][CH2:17][C:16]3[CH:19]=[CH:20][S:21][C:15]=3[CH2:14][CH2:13]2)[N:3]=1.[CH2:22](Br)[CH3:23].C(=O)([O-])[O-].[K+].[K+].